This data is from Full USPTO retrosynthesis dataset with 1.9M reactions from patents (1976-2016). The task is: Predict the reactants needed to synthesize the given product. (1) Given the product [CH3:30][N:31]([CH3:35])[C:32](=[O:33])[NH:1][C:2]1[CH:3]=[CH:4][CH:5]=[C:6]2[C:10]=1[C:9](=[O:11])[N:8]([C@@H:12]([C:19]1[CH:24]=[CH:23][C:22]([O:25][CH3:26])=[C:21]([O:27][CH2:28][CH3:29])[CH:20]=1)[CH2:13][C:14]([N:16]([CH3:18])[CH3:17])=[O:15])[CH2:7]2, predict the reactants needed to synthesize it. The reactants are: [NH2:1][C:2]1[CH:3]=[CH:4][CH:5]=[C:6]2[C:10]=1[C:9](=[O:11])[N:8]([C@@H:12]([C:19]1[CH:24]=[CH:23][C:22]([O:25][CH3:26])=[C:21]([O:27][CH2:28][CH3:29])[CH:20]=1)[CH2:13][C:14]([N:16]([CH3:18])[CH3:17])=[O:15])[CH2:7]2.[CH3:30][N:31]([CH3:35])[C:32](Cl)=[O:33]. (2) The reactants are: [N:1]([CH2:4][CH2:5][O:6][CH2:7][CH2:8][O:9][CH2:10][CH2:11][O:12][CH2:13][CH2:14][O:15][CH:16]1[CH2:21][CH2:20][N:19]([C:22]2[CH:27]=[C:26]([CH3:28])[C:25]([C:29]3[N:30]=[C:31]([NH:34][C:35](=[O:42])[C:36]4[CH:41]=[CH:40][N:39]=[CH:38][CH:37]=4)[S:32][CH:33]=3)=[C:24]([CH3:43])[CH:23]=2)[CH2:18][CH2:17]1)=[N+]=[N-]. Given the product [NH2:1][CH2:4][CH2:5][O:6][CH2:7][CH2:8][O:9][CH2:10][CH2:11][O:12][CH2:13][CH2:14][O:15][CH:16]1[CH2:17][CH2:18][N:19]([C:22]2[CH:27]=[C:26]([CH3:28])[C:25]([C:29]3[N:30]=[C:31]([NH:34][C:35](=[O:42])[C:36]4[CH:41]=[CH:40][N:39]=[CH:38][CH:37]=4)[S:32][CH:33]=3)=[C:24]([CH3:43])[CH:23]=2)[CH2:20][CH2:21]1, predict the reactants needed to synthesize it. (3) Given the product [CH3:27][O:28][C:29]1[CH:30]=[C:31]([CH2:37][CH2:38][N:39]([CH3:40])[C:4](=[O:6])[C:3]2[CH:7]=[CH:8][CH:9]=[N:10][C:2]=2[O:15][CH2:14][CH2:13][CH:12]([CH3:16])[CH3:11])[CH:32]=[CH:33][C:34]=1[O:35][CH3:36], predict the reactants needed to synthesize it. The reactants are: F[C:2]1[N:10]=[CH:9][CH:8]=[CH:7][C:3]=1[C:4]([OH:6])=O.[CH3:11][CH:12]([CH3:16])[CH2:13][CH2:14][OH:15].C[Si]([N-][Si](C)(C)C)(C)C.[K+].[CH3:27][O:28][C:29]1[CH:30]=[C:31]([CH2:37][CH2:38][NH:39][CH3:40])[CH:32]=[CH:33][C:34]=1[O:35][CH3:36].F[P-](F)(F)(F)(F)F.N1(OC(N(C)C)=[N+](C)C)C2N=CC=CC=2N=N1. (4) Given the product [NH2:8][C@@H:9]1[C@H:13]2[O:14][CH2:15][C@@H:16]([O:17][S:18]([C:21]3[CH:26]=[CH:25][C:24]([CH3:27])=[CH:23][CH:22]=3)(=[O:20])=[O:19])[C@H:12]2[O:11][CH2:10]1, predict the reactants needed to synthesize it. The reactants are: C([NH:8][C@@H:9]1[C@H:13]2[O:14][CH2:15][C@@H:16]([O:17][S:18]([C:21]3[CH:26]=[CH:25][C:24]([CH3:27])=[CH:23][CH:22]=3)(=[O:20])=[O:19])[C@H:12]2[O:11][CH2:10]1)C1C=CC=CC=1. (5) Given the product [CH3:1][O:2][C:3]1[CH:8]=[CH:7][C:6]([CH2:9][C:10]2[C:14]3[C:13](=[CH:18][CH:17]=[CH:16][CH:15]=3)[C:12](=[O:11])[NH:26][N:25]=2)=[CH:5][CH:4]=1, predict the reactants needed to synthesize it. The reactants are: [CH3:1][O:2][C:3]1[CH:8]=[CH:7][C:6](/[CH:9]=[C:10]2\[O:11][C:12](=O)[C:13]3[CH:18]=[CH:17][CH:16]=[CH:15][C:14]\2=3)=[CH:5][CH:4]=1.S(O)(O)(=O)=O.[NH2:25][NH2:26].[OH-].[Na+].CCO. (6) The reactants are: [C:1](Cl)(=[O:17])[CH2:2][CH2:3][CH2:4][CH2:5][CH2:6][CH2:7][CH2:8][CH2:9][CH2:10][CH2:11][CH2:12][CH2:13][CH2:14][CH2:15][CH3:16].[C:19]([N:36]([C@@H:42]1[C@H:46]([OH:47])[C@@H:45]([CH2:48][OH:49])[O:44][C@H:43]1[N:50]1[CH:57]=[CH:56][C:54](=[O:55])[NH:53][C:51]1=[O:52])[C:37](=[O:41])[CH2:38][CH2:39][NH2:40])([O:21][CH2:22][CH:23]1[C:35]2[C:30](=[CH:31][CH:32]=[CH:33][CH:34]=2)[C:29]2[C:24]1=[CH:25][CH:26]=[CH:27][CH:28]=2)=[O:20]. Given the product [C:1]([C@@:46]1([OH:47])[C@@H:45]([CH:48]([C:1](=[O:17])[CH2:2][CH2:3][CH2:4][CH2:5][CH2:6][CH2:7][CH2:8][CH2:9][CH2:10][CH2:11][CH2:12][CH2:13][CH2:14][CH2:15][CH3:16])[OH:49])[O:44][C@@H:43]([N:50]2[CH:57]=[CH:56][C:54](=[O:55])[NH:53][C:51]2=[O:52])[C@@H:42]1[N:36]([C:19]([O:21][CH2:22][CH:23]1[C:24]2[C:29](=[CH:28][CH:27]=[CH:26][CH:25]=2)[C:30]2[C:35]1=[CH:34][CH:33]=[CH:32][CH:31]=2)=[O:20])[C:37](=[O:41])[CH2:38][CH2:39][NH2:40])(=[O:17])[CH2:2][CH2:3][CH2:4][CH2:5][CH2:6][CH2:7][CH2:8][CH2:9][CH2:10][CH2:11][CH2:12][CH2:13][CH2:14][CH2:15][CH3:16], predict the reactants needed to synthesize it.